The task is: Predict the product of the given reaction.. This data is from Forward reaction prediction with 1.9M reactions from USPTO patents (1976-2016). (1) Given the reactants [Cl:1][C:2]1[CH:21]=[C:20]([Cl:22])[CH:19]=[CH:18][C:3]=1[CH2:4][N:5]1[C:9]([CH2:10][CH2:11][C:12]([O:14][CH2:15][CH3:16])=[O:13])=[CH:8][C:7]([OH:17])=[N:6]1.Br[CH2:24][C:25]([O:27][C:28]([CH3:31])([CH3:30])[CH3:29])=[O:26].C(=O)([O-])[O-].[K+].[K+], predict the reaction product. The product is: [C:28]([O:27][C:25](=[O:26])[CH2:24][O:17][C:7]1[CH:8]=[C:9]([CH2:10][CH2:11][C:12]([O:14][CH2:15][CH3:16])=[O:13])[N:5]([CH2:4][C:3]2[CH:18]=[CH:19][C:20]([Cl:22])=[CH:21][C:2]=2[Cl:1])[N:6]=1)([CH3:31])([CH3:30])[CH3:29]. (2) Given the reactants [CH2:1]([OH:19])[CH2:2][CH2:3][CH2:4][CH2:5][CH2:6][CH2:7][CH2:8][CH2:9][CH2:10][CH2:11][CH2:12][CH2:13][CH2:14][CH2:15][CH2:16][CH2:17][CH3:18].[C:20]12[C:26](=[CH:27][CH:28]=[CH:29][CH:30]=1)[NH:25]C(=O)O[C:21]2=[O:22].CO, predict the reaction product. The product is: [C:21]([O:19][CH2:1][CH2:2][CH2:3][CH2:4][CH2:5][CH2:6][CH2:7][CH2:8][CH2:9][CH2:10][CH2:11][CH2:12][CH2:13][CH2:14][CH2:15][CH2:16][CH2:17][CH3:18])(=[O:22])[C:20]1[C:26](=[CH:27][CH:28]=[CH:29][CH:30]=1)[NH2:25]. (3) Given the reactants [CH3:1][N:2]([S:15]([C:18]1[S:19][CH:20]=[CH:21][CH:22]=1)(=[O:17])=[O:16])[C:3]1[CH:4]=[CH:5][CH:6]=[C:7]2[C:11]=1[NH:10][C:9]([C:12](O)=[O:13])=[CH:8]2.N1(O)C2C=CC=CC=2N=N1.Cl.CN(C)CCCN=C=NCC.[NH:45]([C:47](=[O:53])[C:48]([O:50][CH2:51][CH3:52])=[O:49])[NH2:46], predict the reaction product. The product is: [CH3:1][N:2]([S:15]([C:18]1[S:19][CH:20]=[CH:21][CH:22]=1)(=[O:16])=[O:17])[C:3]1[CH:4]=[CH:5][CH:6]=[C:7]2[C:11]=1[NH:10][C:9]([C:12]([NH:46][NH:45][C:47](=[O:53])[C:48]([O:50][CH2:51][CH3:52])=[O:49])=[O:13])=[CH:8]2. (4) Given the reactants Br[C:2]1[CH:3]=[C:4]([C:8]2[O:9][C:10]3[CH:16]=[CH:15][C:14]([CH3:17])=[CH:13][C:11]=3[N:12]=2)[CH:5]=[CH:6][CH:7]=1.[NH2:18][C:19]1[CH:20]=[C:21]([CH:25]=[CH:26][C:27]=1[CH3:28])[C:22]([NH2:24])=[O:23], predict the reaction product. The product is: [NH2:18][C:19]1[CH:20]=[C:21]([CH:25]=[CH:26][C:27]=1[CH3:28])[C:22]([NH:24][C:2]1[CH:7]=[CH:6][CH:5]=[C:4]([C:8]2[O:9][C:10]3[CH:16]=[CH:15][C:14]([CH3:17])=[CH:13][C:11]=3[N:12]=2)[CH:3]=1)=[O:23]. (5) Given the reactants [OH:1][C:2]1[C:3]([C:13]([OH:15])=[O:14])=[CH:4][CH:5]=[C:6]2[C:11]=1[N:10]=[CH:9][CH:8]=[C:7]2[CH3:12].S(Cl)(Cl)=O.[CH3:20]O, predict the reaction product. The product is: [OH:1][C:2]1[C:3]([C:13]([O:15][CH3:20])=[O:14])=[CH:4][CH:5]=[C:6]2[C:11]=1[N:10]=[CH:9][CH:8]=[C:7]2[CH3:12]. (6) Given the reactants C[O:2][C:3]([C:5]1([CH2:11][CH2:12][CH2:13][NH:14][C:15]2[CH:20]=[CH:19][C:18]([Br:21])=[CH:17][C:16]=2[CH3:22])[CH2:10][CH2:9][O:8][CH2:7][CH2:6]1)=O.[H-].[Na+].CO.[Sn], predict the reaction product. The product is: [Br:21][C:18]1[CH:19]=[CH:20][C:15]([N:14]2[CH2:13][CH2:12][CH2:11][C:5]3([CH2:10][CH2:9][O:8][CH2:7][CH2:6]3)[C:3]2=[O:2])=[C:16]([CH3:22])[CH:17]=1. (7) Given the reactants [N:1]([C:4]1[CH:9]=[CH:8][CH:7]=[CH:6][C:5]=1[F:10])=[N+:2]=[N-:3].[CH3:11][O:12][CH2:13][C:14](=O)[CH2:15][C:16]([O:18]C)=[O:17].[O-]CC.[Na+].[OH-].[Na+], predict the reaction product. The product is: [F:10][C:5]1[CH:6]=[CH:7][CH:8]=[CH:9][C:4]=1[N:1]1[C:14]([CH2:13][O:12][CH3:11])=[C:15]([C:16]([OH:18])=[O:17])[N:3]=[N:2]1.